The task is: Predict the reaction yield, written as a fraction of the theoretical maximum amount of product (1.0 means a 100% yield; for example, 0.34 means a 34% yield).. This data is from Reaction yield outcomes from USPTO patents with 853,638 reactions. (1) The product is [O:32]=[C:31]1[NH:30][CH2:36][C:34](=[O:35])[N:33]1[CH2:2][C:3]1[C:4]([C:23]2[CH:28]=[CH:27][C:26]([CH3:29])=[CH:25][CH:24]=2)=[C:5]([CH2:14][NH:15][C:16](=[O:22])[O:17][C:18]([CH3:19])([CH3:20])[CH3:21])[C:6]([CH2:10][CH:11]([CH3:12])[CH3:13])=[N:7][C:8]=1[CH3:9]. The yield is 0.570. The reactants are O[CH2:2][C:3]1[C:4]([C:23]2[CH:28]=[CH:27][C:26]([CH3:29])=[CH:25][CH:24]=2)=[C:5]([CH2:14][NH:15][C:16](=[O:22])[O:17][C:18]([CH3:21])([CH3:20])[CH3:19])[C:6]([CH2:10][CH:11]([CH3:13])[CH3:12])=[N:7][C:8]=1[CH3:9].[NH:30]1[CH2:36][C:34](=[O:35])[NH:33][C:31]1=[O:32].C(P(CCCC)CCCC)CCC.N(C(N1CCCCC1)=O)=NC(N1CCCCC1)=O. The catalyst is O1CCCC1. (2) The reactants are [NH2:1][C:2]1[CH:7]=[CH:6][CH:5]=[C:4]([Br:8])[C:3]=1[CH2:9][OH:10].N1C=CN=C1.[CH3:16][C:17]([Si:20](Cl)([CH3:22])[CH3:21])([CH3:19])[CH3:18]. The catalyst is CN(C)C=O. The product is [Br:8][C:4]1[C:3]([CH2:9][O:10][Si:20]([C:17]([CH3:19])([CH3:18])[CH3:16])([CH3:22])[CH3:21])=[C:2]([CH:7]=[CH:6][CH:5]=1)[NH2:1]. The yield is 0.610. (3) The reactants are [O:1]1[CH2:5][CH2:4][O:3][C:2]21[CH2:10][CH2:9][C:8]1[C:11]3[C:16](O)=[N:15][CH:14]=[N:13][C:12]=3[S:18][C:7]=1[CH2:6]2.C(N(C(C)C)C(C)C)C.P(Cl)(Cl)([Cl:30])=O.C(=O)([O-])O.[Na+]. The catalyst is C1(C)C=CC=CC=1. The product is [Cl:30][C:16]1[C:11]2[C:8]3[CH2:9][CH2:10][C:2]4([CH2:6][C:7]=3[S:18][C:12]=2[N:13]=[CH:14][N:15]=1)[O:3][CH2:4][CH2:5][O:1]4. The yield is 0.500. (4) The reactants are C[O:2][C:3](=O)[C:4]([C:6]1[C:14]2[C:9](=[CH:10][CH:11]=[CH:12][CH:13]=2)[N:8]([CH:15]2[CH2:20][CH2:19][N:18]([CH2:21][C:22]3[CH:27]=[CH:26][CH:25]=[CH:24][CH:23]=3)[CH2:17][CH2:16]2)[CH:7]=1)=[O:5].CO.[BH4-].[Na+].[NH3:33]. No catalyst specified. The product is [CH2:21]([N:18]1[CH2:17][CH2:16][CH:15]([N:8]2[C:9]3[C:14](=[CH:13][CH:12]=[CH:11][CH:10]=3)[C:6]([CH:4]([OH:5])[C:3]([NH2:33])=[O:2])=[CH:7]2)[CH2:20][CH2:19]1)[C:22]1[CH:27]=[CH:26][CH:25]=[CH:24][CH:23]=1. The yield is 1.03. (5) The reactants are [CH3:1][N:2]([CH2:26][CH2:27][NH:28]C(=O)OC(C)(C)C)[C:3](=[O:25])[CH2:4][CH2:5]/[CH:6]=[CH:7]\[CH2:8]/[CH:9]=[CH:10]\[CH2:11]/[CH:12]=[CH:13]\[CH2:14]/[CH:15]=[CH:16]\[CH2:17]/[CH:18]=[CH:19]\[CH2:20]/[CH:21]=[CH:22]\[CH2:23][CH3:24].C(O)(C(F)(F)F)=O.C([O-])([O-])=O.[Na+].[Na+]. The catalyst is ClCCl. The product is [NH2:28][CH2:27][CH2:26][N:2]([CH3:1])[C:3](=[O:25])[CH2:4][CH2:5]/[CH:6]=[CH:7]\[CH2:8]/[CH:9]=[CH:10]\[CH2:11]/[CH:12]=[CH:13]\[CH2:14]/[CH:15]=[CH:16]\[CH2:17]/[CH:18]=[CH:19]\[CH2:20]/[CH:21]=[CH:22]\[CH2:23][CH3:24]. The yield is 0.970.